The task is: Predict the product of the given reaction.. This data is from Forward reaction prediction with 1.9M reactions from USPTO patents (1976-2016). (1) Given the reactants Br[C:2]1[CH:3]=[C:4]([NH2:11])[CH:5]=[C:6]([N+:8]([O-:10])=[O:9])[CH:7]=1.[C:12]1(B(O)O)[CH:17]=[CH:16][CH:15]=[CH:14][CH:13]=1.C(=O)([O-])[O-].[K+].[K+].Cl, predict the reaction product. The product is: [N+:8]([C:6]1[CH:5]=[C:4]([NH2:11])[CH:3]=[C:2]([C:12]2[CH:17]=[CH:16][CH:15]=[CH:14][CH:13]=2)[CH:7]=1)([O-:10])=[O:9]. (2) Given the reactants [CH3:1][N:2]1[CH:7]=[C:6](B2OC(C)(C)C(C)(C)O2)[CH:5]=[C:4]([NH:17][C:18]2[CH:23]=[CH:22][C:21]([C:24]([N:26]3[CH2:31][CH2:30][O:29][CH2:28][CH2:27]3)=[O:25])=[CH:20][N:19]=2)[C:3]1=[O:32].Br[C:34]1[CH:44]=[CH:43][CH:42]=[C:41]([N:45]2[CH2:54][CH2:53][C:52]3[C:47](=[CH:48][CH:49]=[C:50]([N:55]([CH3:57])[CH3:56])[CH:51]=3)[C:46]2=[O:58])[C:35]=1[CH2:36][O:37]C(=O)C.P([O-])([O-])([O-])=O.[K+].[K+].[K+].[OH-].[Li+], predict the reaction product. The product is: [CH3:56][N:55]([CH3:57])[C:50]1[CH:51]=[C:52]2[C:47](=[CH:48][CH:49]=1)[C:46](=[O:58])[N:45]([C:41]1[CH:42]=[CH:43][CH:44]=[C:34]([C:6]3[CH:5]=[C:4]([NH:17][C:18]4[CH:23]=[CH:22][C:21]([C:24]([N:26]5[CH2:31][CH2:30][O:29][CH2:28][CH2:27]5)=[O:25])=[CH:20][N:19]=4)[C:3](=[O:32])[N:2]([CH3:1])[CH:7]=3)[C:35]=1[CH2:36][OH:37])[CH2:54][CH2:53]2. (3) Given the reactants [C:1]([O-:8])(=[O:7])/[CH:2]=[CH:3]/[C:4]([O-:6])=O.Cl.[C:10]([NH2:18])(=[NH:17])[C:11]1[CH:16]=[CH:15][CH:14]=[CH:13][CH:12]=1.[CH2:19]1[CH2:29][CH2:28]N2[C:22](=NCCC2)[CH2:21][CH2:20]1.N1C=CN=[CH:31]1.[CH3:35][OH:36], predict the reaction product. The product is: [CH2:35]([O:36][C:3]1[C:4](=[O:6])[NH:18][C:10]([C:11]2[CH:16]=[CH:15][CH:14]=[CH:13][CH:12]=2)=[N:17][C:2]=1[C:1]([O:8][CH3:31])=[O:7])[C:19]1[CH:20]=[CH:21][CH:22]=[CH:28][CH:29]=1. (4) Given the reactants Br[C:2]1[C:10]2[C:9]([NH:11][C@H:12]([C:14]3[N:19]([C:20]4[CH:25]=[CH:24][CH:23]=[CH:22][CH:21]=4)[C:18](=[O:26])[C:17]4=[C:27]([CH3:30])[CH:28]=[CH:29][N:16]4[N:15]=3)[CH3:13])=[N:8][CH:7]=[N:6][C:5]=2[N:4]([CH2:31][O:32][CH2:33][CH2:34][Si:35]([CH3:38])([CH3:37])[CH3:36])[CH:3]=1.[CH3:39][N:40]1[CH:44]=[C:43](B2OC(C)(C)C(C)(C)O2)[CH:42]=[N:41]1.C(=O)([O-])[O-].[Na+].[Na+], predict the reaction product. The product is: [CH3:30][C:27]1[CH:28]=[CH:29][N:16]2[C:17]=1[C:18](=[O:26])[N:19]([C:20]1[CH:21]=[CH:22][CH:23]=[CH:24][CH:25]=1)[C:14]([C@@H:12]([NH:11][C:9]1[C:10]3[C:2]([C:43]4[CH:42]=[N:41][N:40]([CH3:39])[CH:44]=4)=[CH:3][N:4]([CH2:31][O:32][CH2:33][CH2:34][Si:35]([CH3:37])([CH3:36])[CH3:38])[C:5]=3[N:6]=[CH:7][N:8]=1)[CH3:13])=[N:15]2. (5) Given the reactants [C:1]([CH2:3][C:4]1[CH:5]=[C:6]([CH2:12][C:13]#[N:14])[C:7]([CH3:11])=[N:8][C:9]=1[CH3:10])#[N:2].Cl.N[C:17]1[C:22]([F:23])=[C:21]([F:24])[CH:20]=[C:19]([F:25])[C:18]=1[SH:26].C(O)(=O)C.C(=O)(O)[O-].[Na+], predict the reaction product. The product is: [CH3:10][C:9]1[C:4]([CH2:3][C:1]#[N:2])=[CH:5][C:6]([CH2:12][C:13]2[S:26][C:18]3[C:19]([F:25])=[CH:20][C:21]([F:24])=[C:22]([F:23])[C:17]=3[N:14]=2)=[C:7]([CH3:11])[N:8]=1. (6) Given the reactants [CH:1]([N:4]1[C:8]([C:9]2[CH:10]=[C:11]3[C:16](=[CH:17][C:18]=2[C:19]([F:22])([F:21])[F:20])[NH:15][C:14](=[O:23])[N:13]([NH:24][S:25]([CH3:28])(=[O:27])=[O:26])[C:12]3=[O:29])=[CH:7][CH:6]=[N:5]1)([CH3:3])[CH3:2].Cl[C:31]([O:33][CH2:34][CH2:35][CH3:36])=[O:32], predict the reaction product. The product is: [CH2:34]([O:33][C:31](=[O:32])[N:24]([N:13]1[C:12](=[O:29])[C:11]2[C:16](=[CH:17][C:18]([C:19]([F:21])([F:22])[F:20])=[C:9]([C:8]3[N:4]([CH:1]([CH3:3])[CH3:2])[N:5]=[CH:6][CH:7]=3)[CH:10]=2)[NH:15][C:14]1=[O:23])[S:25]([CH3:28])(=[O:26])=[O:27])[CH2:35][CH3:36]. (7) Given the reactants [N+:1]([C:4]1[CH:5]=[CH:6][C:7]2[C:11]([CH:12]=1)=[N:10][N:9]([CH2:13][O:14][CH2:15][CH2:16][Si:17]([CH3:20])([CH3:19])[CH3:18])[CH:8]=2)([O-])=O.[H][H], predict the reaction product. The product is: [CH3:18][Si:17]([CH3:20])([CH3:19])[CH2:16][CH2:15][O:14][CH2:13][N:9]1[CH:8]=[C:7]2[C:11]([CH:12]=[C:4]([NH2:1])[CH:5]=[CH:6]2)=[N:10]1.